Regression. Given a peptide amino acid sequence and an MHC pseudo amino acid sequence, predict their binding affinity value. This is MHC class II binding data. From a dataset of Peptide-MHC class II binding affinity with 134,281 pairs from IEDB. (1) The peptide sequence is AGVQGAPGPAGEE. The MHC is DRB1_0401 with pseudo-sequence DRB1_0401. The binding affinity (normalized) is 0.161. (2) The peptide sequence is QDFLTKHASHTGSWIG. The MHC is DRB1_0401 with pseudo-sequence DRB1_0401. The binding affinity (normalized) is 0. (3) The peptide sequence is VIPAGELQVIEKVDA. The MHC is DRB3_0202 with pseudo-sequence DRB3_0202. The binding affinity (normalized) is 0. (4) The peptide sequence is FKKYFAATQFEPLAA. The MHC is DRB1_1602 with pseudo-sequence DRB1_1602. The binding affinity (normalized) is 0.543. (5) The peptide sequence is LIWVGINTRNMTMSM. The MHC is DRB5_0101 with pseudo-sequence DRB5_0101. The binding affinity (normalized) is 0.515. (6) The peptide sequence is AFKVAATAANATPAN. The MHC is DRB1_0701 with pseudo-sequence DRB1_0701. The binding affinity (normalized) is 0.656. (7) The MHC is HLA-DQA10303-DQB10402 with pseudo-sequence HLA-DQA10303-DQB10402. The binding affinity (normalized) is 0. The peptide sequence is RKAGKSVVVLNRKTF.